Dataset: Catalyst prediction with 721,799 reactions and 888 catalyst types from USPTO. Task: Predict which catalyst facilitates the given reaction. (1) Reactant: [NH2:1][C:2]1[C:7]([Br:8])=[CH:6][C:5]([F:9])=[CH:4][C:3]=1[CH2:10][OH:11]. The catalyst class is: 742. Product: [NH2:1][C:2]1[C:7]([Br:8])=[CH:6][C:5]([F:9])=[CH:4][C:3]=1[CH:10]=[O:11]. (2) Reactant: CCN(C(C)C)C(C)C.[C:10]1([C:16]2[CH:17]=[C:18]([C:21]([OH:23])=O)[NH:19][CH:20]=2)[CH:15]=[CH:14][CH:13]=[CH:12][CH:11]=1.C1C=CC2N(O)N=NC=2C=1.CCN=C=NCCCN(C)C.Cl.[NH2:46][CH2:47][C:48]([N:50]1[CH2:55][CH2:54][N:53]([C:56](=[O:67])[C:57]2[CH:62]=[CH:61][CH:60]=[CH:59][C:58]=2[C:63]([F:66])([F:65])[F:64])[CH2:52][CH2:51]1)=[O:49]. Product: [O:49]=[C:48]([N:50]1[CH2:51][CH2:52][N:53]([C:56](=[O:67])[C:57]2[CH:62]=[CH:61][CH:60]=[CH:59][C:58]=2[C:63]([F:66])([F:65])[F:64])[CH2:54][CH2:55]1)[CH2:47][NH:46][C:21]([C:18]1[NH:19][CH:20]=[C:16]([C:10]2[CH:11]=[CH:12][CH:13]=[CH:14][CH:15]=2)[CH:17]=1)=[O:23]. The catalyst class is: 18. (3) Product: [CH3:3][N:4]1[CH:8]=[CH:7][N:6]=[C:5]1[CH2:9][N:10]1[C:18]2[C:13](=[CH:14][CH:15]=[CH:16][CH:17]=2)[CH:12]=[C:11]1[C:19]([OH:21])=[O:20]. Reactant: [OH-].[Na+].[CH3:3][N:4]1[CH:8]=[CH:7][N:6]=[C:5]1[CH2:9][N:10]1[C:18]2[C:13](=[CH:14][CH:15]=[CH:16][CH:17]=2)[CH:12]=[C:11]1[C:19]([O:21]CC)=[O:20]. The catalyst class is: 14.